The task is: Binary Classification. Given a miRNA mature sequence and a target amino acid sequence, predict their likelihood of interaction.. This data is from Experimentally validated miRNA-target interactions with 360,000+ pairs, plus equal number of negative samples. The miRNA is hsa-miR-7976 with sequence UGCCCUGAGACUUUUGCUC. The protein sequence of the target gene is MVFRNVGRPPEEEDAEAAREPGPSELLCPRHRCALDPKALPPGLALERTWGPVAGLEAQLAALGLGQPAGPGIKTAGGGCCPCPCPPQPPPPQPPPPAAAPQAGEDPTETSDALLVLEGLESEAESLETNSCSEEELSSPGRGGGGVGGRLLLQPPGPELPPVPFPLQDLVPPGRLSRGEQQQQQPPPPPPPPGPLRPLAGPSRKGSFKIRLSRLFRTKSCNGGSGGGDGTGKRPSGDLAASAASLTDMGGSAVRELDTGRKPRLTRTQSAFSPVSFSPLFTGETVSLVDVDISQRGLTS.... Result: 0 (no interaction).